This data is from Catalyst prediction with 721,799 reactions and 888 catalyst types from USPTO. The task is: Predict which catalyst facilitates the given reaction. (1) Reactant: CC1(C)C(C)(C)[O:5][B:4]([C:9]2[CH:10]=[C:11]3[C:15](=[CH:16][CH:17]=2)[N:14]([S:18]([C:21]2[CH:28]=[CH:27][C:24]([C:25]#[N:26])=[CH:23][CH:22]=2)(=[O:20])=[O:19])[CH2:13][CH2:12]3)[O:3]1.I([O-])(=O)(=O)=O.[Na+].Cl. Product: [OH:5][B:4]([OH:3])[C:9]1[CH:10]=[C:11]2[C:15](=[CH:16][CH:17]=1)[N:14]([S:18]([C:21]1[CH:28]=[CH:27][C:24]([C:25]#[N:26])=[CH:23][CH:22]=1)(=[O:20])=[O:19])[CH2:13][CH2:12]2. The catalyst class is: 30. (2) Reactant: [Cl:1][C:2]1[C:7]([NH:8][C:9](=[O:14])[C:10]([CH3:13])([CH3:12])[CH3:11])=[CH:6][CH:5]=[C:4]([C:15]2[S:16][C:17]3[CH:23]=[C:22]([O:24][CH2:25][O:26][CH2:27][CH3:28])[CH:21]=[CH:20][C:18]=3[N:19]=2)[N:3]=1.[H-].[Na+].[CH3:31]I. Product: [Cl:1][C:2]1[C:7]([N:8]([CH3:31])[C:9](=[O:14])[C:10]([CH3:13])([CH3:12])[CH3:11])=[CH:6][CH:5]=[C:4]([C:15]2[S:16][C:17]3[CH:23]=[C:22]([O:24][CH2:25][O:26][CH2:27][CH3:28])[CH:21]=[CH:20][C:18]=3[N:19]=2)[N:3]=1. The catalyst class is: 1. (3) Reactant: [CH3:1][C:2]1[CH:3]=[C:4]([NH:14][C:15](=[O:23])OC2C=CC=CC=2)[CH:5]=[CH:6][C:7]=1[CH2:8][NH:9][S:10]([CH3:13])(=[O:12])=[O:11].[C:24]1([CH3:42])[CH:29]=[CH:28][CH:27]=[C:26]([C:30]2[C:35]([CH2:36][NH2:37])=[CH:34][CH:33]=[C:32]([C:38]([F:41])([F:40])[F:39])[N:31]=2)[CH:25]=1. Product: [CH3:1][C:2]1[CH:3]=[C:4]([NH:14][C:15]([NH:37][CH2:36][C:35]2[C:30]([C:26]3[CH:25]=[C:24]([CH3:42])[CH:29]=[CH:28][CH:27]=3)=[N:31][C:32]([C:38]([F:41])([F:39])[F:40])=[CH:33][CH:34]=2)=[O:23])[CH:5]=[CH:6][C:7]=1[CH2:8][NH:9][S:10]([CH3:13])(=[O:11])=[O:12]. The catalyst class is: 766. (4) Reactant: [C:1]([C:4]1[CH:5]=[C:6]([N:10]2[C:15](=[O:16])[C:14]3[S:17][C:18]4[N:23]=[CH:22][CH:21]=[C:20]([N:24]([CH3:26])[CH3:25])[C:19]=4[C:13]=3[N:12]=[CH:11]2)[CH:7]=[CH:8][CH:9]=1)(=O)[CH3:2].Cl.[O:28]([NH2:30])[CH3:29]. Product: [CH3:26][N:24]([CH3:25])[C:20]1[C:19]2[C:13]3[N:12]=[CH:11][N:10]([C:6]4[CH:7]=[CH:8][CH:9]=[C:4](/[C:1](=[N:30]/[O:28][CH3:29])/[CH3:2])[CH:5]=4)[C:15](=[O:16])[C:14]=3[S:17][C:18]=2[N:23]=[CH:22][CH:21]=1. The catalyst class is: 228. (5) Reactant: [CH2:1]([O:8][C:9]([N:11]1[CH2:15][C@H:14]([O:16][S:17]([C:20]2[CH:25]=[CH:24][C:23]([CH3:26])=[CH:22][CH:21]=2)(=[O:19])=[O:18])[CH2:13][C@H:12]1[CH2:27][OH:28])=[O:10])[C:2]1[CH:7]=[CH:6][CH:5]=[CH:4][CH:3]=1.C(N(CC)CC)C.[Si:36](Cl)([C:39]([CH3:42])([CH3:41])[CH3:40])([CH3:38])[CH3:37]. Product: [CH2:1]([O:8][C:9]([N:11]1[CH2:15][C@H:14]([O:16][S:17]([C:20]2[CH:21]=[CH:22][C:23]([CH3:26])=[CH:24][CH:25]=2)(=[O:19])=[O:18])[CH2:13][C@H:12]1[CH2:27][O:28][Si:36]([C:39]([CH3:42])([CH3:41])[CH3:40])([CH3:38])[CH3:37])=[O:10])[C:2]1[CH:3]=[CH:4][CH:5]=[CH:6][CH:7]=1. The catalyst class is: 112. (6) Reactant: Br[C:2]1[CH:7]=[C:6](Br)[CH:5]=[C:4]([Br:9])[CH:3]=1.[CH:10]1[C:19]2[C:14](=[CH:15][CH:16]=[CH:17][CH:18]=2)[CH:13]=[CH:12][C:11]=1[NH:20][C:21]1[CH:30]=[CH:29][C:28]2[C:23](=[CH:24][CH:25]=[CH:26][CH:27]=2)[CH:22]=1.[CH:44]1[CH:49]=[CH:48][C:47](P([C:44]2[CH:49]=[CH:48][CH:47]=[CH:46][CH:45]=2)[C:44]2[CH:49]=[CH:48][CH:47]=[CH:46][CH:45]=2)=[CH:46][CH:45]=1.[CH3:50][C:51]([O-])([CH3:53])[CH3:52].[Na+]. Product: [Br:9][C:4]1[CH:5]=[C:6]([N:20]([C:44]2[CH:45]=[CH:46][C:47]3[C:48](=[CH:15][CH:14]=[CH:13][CH:12]=3)[CH:49]=2)[C:11]2[CH:10]=[CH:19][C:53]3[C:51](=[CH:52][CH:18]=[CH:17][CH:16]=3)[CH:50]=2)[CH:7]=[C:2]([N:20]([C:11]2[CH:12]=[CH:13][C:14]3[C:19](=[CH:18][CH:17]=[CH:16][CH:15]=3)[CH:10]=2)[C:21]2[CH:30]=[CH:29][C:28]3[C:23](=[CH:24][CH:25]=[CH:26][CH:27]=3)[CH:22]=2)[CH:3]=1. The catalyst class is: 187. (7) Reactant: Cl.[CH3:2][NH:3][OH:4].[CH3:5][O-:6].[Na+].[Br:8][C:9]1[CH:10]=[C:11]2C(=[CH:17][CH:18]=1)O[CH:14]([CH:19]1[CH2:24][CH2:23][O:22][CH2:21][CH2:20]1)[CH2:13]/[C:12]/2=[N:25]\[C:26]#[N:27]. Product: [Br:8][C:9]1[CH:10]=[C:11]2[C:12]3([O:4][N:3]([CH3:2])[C:26]([NH2:27])=[N:25]3)[CH2:13][CH:14]([CH:19]3[CH2:20][CH2:21][O:22][CH2:23][CH2:24]3)[O:6][C:5]2=[CH:17][CH:18]=1. The catalyst class is: 5. (8) Reactant: [CH2:1]([C:8]1([OH:18])[CH2:17][CH2:16][C:11]2([O:15][CH2:14][CH2:13][O:12]2)[CH2:10][CH2:9]1)[C:2]1[CH:7]=[CH:6][CH:5]=[CH:4][CH:3]=1.[H-].[Na+].I[CH3:22]. Product: [CH2:1]([C:8]1([O:18][CH3:22])[CH2:17][CH2:16][C:11]2([O:12][CH2:13][CH2:14][O:15]2)[CH2:10][CH2:9]1)[C:2]1[CH:7]=[CH:6][CH:5]=[CH:4][CH:3]=1. The catalyst class is: 1. (9) Reactant: [F:1][C:2]1[CH:3]=[C:4]([N+:20]([O-])=O)[CH:5]=[C:6]2[C:10]=1[NH:9][N:8]=[C:7]2[NH:11][C:12](=[O:19])[C:13]1[CH:18]=[CH:17][CH:16]=[CH:15][CH:14]=1. Product: [NH2:20][C:4]1[CH:5]=[C:6]2[C:10](=[C:2]([F:1])[CH:3]=1)[NH:9][N:8]=[C:7]2[NH:11][C:12](=[O:19])[C:13]1[CH:18]=[CH:17][CH:16]=[CH:15][CH:14]=1. The catalyst class is: 470. (10) Reactant: [C:1]1([S:7][CH:8](SC2C=CC=CC=2)[CH:9]2[CH2:18][CH2:17][C:16]3[C:11](=[CH:12][CH:13]=[CH:14][CH:15]=3)[C:10]2=[N:19][C:20]2[CH:25]=[CH:24][CH:23]=[CH:22][CH:21]=2)[CH:6]=[CH:5][CH:4]=[CH:3][CH:2]=1.ClC1C=CC=C(C(OO)=O)C=1. Product: [C:1]1([S:7]/[CH:8]=[C:9]2/[C:10](=[N:19][C:20]3[CH:21]=[CH:22][CH:23]=[CH:24][CH:25]=3)[C:11]3[C:16]([CH2:17][CH2:18]/2)=[CH:15][CH:14]=[CH:13][CH:12]=3)[CH:2]=[CH:3][CH:4]=[CH:5][CH:6]=1. The catalyst class is: 4.